This data is from Reaction yield outcomes from USPTO patents with 853,638 reactions. The task is: Predict the reaction yield, written as a fraction of the theoretical maximum amount of product (1.0 means a 100% yield; for example, 0.34 means a 34% yield). The reactants are [CH:1]1([NH:6][C:7]([NH:9][C@:10]([C:29]2[CH:34]=[CH:33][C:32]([F:35])=[C:31]([OH:36])[CH:30]=2)([C:18]2[CH:23]=[C:22]([C:24]([F:27])([F:26])[F:25])[CH:21]=[C:20]([F:28])[CH:19]=2)[CH2:11][C:12]2[CH:17]=[CH:16][CH:15]=[CH:14][CH:13]=2)=[O:8])[CH2:5][CH2:4][CH2:3][CH2:2]1.C([O-])([O-])=O.[K+].[K+].[CH3:43][C:44]1([CH3:47])[CH2:46][O:45]1. The catalyst is CN(C=O)C. The product is [CH:1]1([NH:6][C:7]([NH:9][C@:10]([C:29]2[CH:34]=[CH:33][C:32]([F:35])=[C:31]([O:36][CH2:43][C:44]([OH:45])([CH3:47])[CH3:46])[CH:30]=2)([C:18]2[CH:23]=[C:22]([C:24]([F:25])([F:27])[F:26])[CH:21]=[C:20]([F:28])[CH:19]=2)[CH2:11][C:12]2[CH:13]=[CH:14][CH:15]=[CH:16][CH:17]=2)=[O:8])[CH2:2][CH2:3][CH2:4][CH2:5]1. The yield is 0.560.